Dataset: Full USPTO retrosynthesis dataset with 1.9M reactions from patents (1976-2016). Task: Predict the reactants needed to synthesize the given product. (1) Given the product [Cl:1][C:2]1[CH:3]=[C:4]([N:8]2[C:13](=[O:14])[C:12]([O:15][S:32]([C:29]3[CH:30]=[CH:31][C:26]([CH3:36])=[CH:27][CH:28]=3)(=[O:34])=[O:33])=[C:11]([C:16]3[CH:21]=[CH:20][C:19]([S:22]([CH3:25])(=[O:24])=[O:23])=[CH:18][CH:17]=3)[CH:10]=[N:9]2)[CH:5]=[CH:6][CH:7]=1, predict the reactants needed to synthesize it. The reactants are: [Cl:1][C:2]1[CH:3]=[C:4]([N:8]2[C:13](=[O:14])[C:12]([OH:15])=[C:11]([C:16]3[CH:21]=[CH:20][C:19]([S:22]([CH3:25])(=[O:24])=[O:23])=[CH:18][CH:17]=3)[CH:10]=[N:9]2)[CH:5]=[CH:6][CH:7]=1.[C:26]1([CH3:36])[CH:31]=[CH:30][C:29]([S:32](Cl)(=[O:34])=[O:33])=[CH:28][CH:27]=1.O. (2) Given the product [CH3:30][S:29][C:26]1[N:27]=[CH:28][C:23]([NH:20][C:21]2[O:13][C@:5]3([CH2:4][N:3]=2)[CH:10]2[CH2:9][CH2:8][N:7]([CH2:12][CH2:11]2)[CH2:6]3)=[N:24][CH:25]=1, predict the reactants needed to synthesize it. The reactants are: Cl.Cl.[NH2:3][CH2:4][C@@:5]1([OH:13])[CH:10]2[CH2:11][CH2:12][N:7]([CH2:8][CH2:9]2)[CH2:6]1.C([O-])([O-])=O.[Cs+].[Cs+].[N:20]([C:23]1[CH:28]=[N:27][C:26]([S:29][CH3:30])=[CH:25][N:24]=1)=[C:21]=S.C(N=C=NC(C)C)(C)C. (3) The reactants are: [BH3-][C:2]#[N:3].[Na+].N[CH2:6][CH2:7][C@H:8]([NH:12]C(OC(C)(C)C)=O)[C:9]([OH:11])=[O:10].[CH:20](=O)[CH3:21].O.[CH3:24]O. Given the product [NH2:12][C@@H:8]([CH2:7][CH2:6][N:3]([CH2:2][CH3:24])[CH2:20][CH3:21])[C:9]([OH:11])=[O:10], predict the reactants needed to synthesize it. (4) Given the product [Cl:4][C:5]1[C:13]([O:14][CH3:15])=[CH:12][C:8]([CH2:9][OH:10])=[C:7]([F:16])[CH:6]=1, predict the reactants needed to synthesize it. The reactants are: S(C)C.[Cl:4][C:5]1[C:13]([O:14][CH3:15])=[CH:12][C:8]([C:9](O)=[O:10])=[C:7]([F:16])[CH:6]=1.O.Cl.